From a dataset of hERG Central: cardiac toxicity at 1µM, 10µM, and general inhibition. Predict hERG channel inhibition at various concentrations. (1) Results: hERG_inhib (hERG inhibition (general)): blocker. The molecule is O=C(NCC(c1ccco1)N1CCc2ccccc2C1)c1ccc(Cl)c([N+](=O)[O-])c1. (2) The drug is CCSc1ccc2c(c1)N(CCCN1CCN(C)CC1)c1ccccc1S2.O=C(O)CC(O)C(=O)O. Results: hERG_inhib (hERG inhibition (general)): blocker. (3) The compound is O=C(NC1CCN(Cc2ccccc2Cl)CC1)c1ccccc1. Results: hERG_inhib (hERG inhibition (general)): blocker.